From a dataset of Reaction yield outcomes from USPTO patents with 853,638 reactions. Predict the reaction yield, written as a fraction of the theoretical maximum amount of product (1.0 means a 100% yield; for example, 0.34 means a 34% yield). The reactants are [S:1]1[CH:5]=[CH:4][C:3]([CH2:6][C:7]#[N:8])=[CH:2]1.[Li+].C[Si]([N-][Si](C)(C)C)(C)C.I[CH2:20][CH3:21]. The catalyst is C1COCC1. The product is [S:1]1[CH:5]=[CH:4][C:3]([CH:6]([CH2:20][CH3:21])[C:7]#[N:8])=[CH:2]1. The yield is 0.180.